Dataset: Catalyst prediction with 721,799 reactions and 888 catalyst types from USPTO. Task: Predict which catalyst facilitates the given reaction. (1) Reactant: [CH3:1][O:2][C:3]([C@@H:5]1[C@@H:10]([CH:11]([CH3:13])[CH3:12])[O:9][CH2:8][CH2:7][N:6]1S(C1C=CC(C)=CC=1)(=O)=O)=[O:4].[Mg]. Product: [CH3:1][O:2][C:3]([C@@H:5]1[C@@H:10]([CH:11]([CH3:13])[CH3:12])[O:9][CH2:8][CH2:7][NH:6]1)=[O:4]. The catalyst class is: 5. (2) Reactant: N[C:2]1[CH:7]=[C:6]([CH3:8])[C:5]([Br:9])=[C:4]([CH3:10])[N:3]=1.[PH2](O)=[O:12].N([O-])=O.[Na+].[OH-].[Na+]. Product: [Br:9][C:5]1[C:6]([CH3:8])=[CH:7][C:2](=[O:12])[NH:3][C:4]=1[CH3:10]. The catalyst class is: 6.